From a dataset of Forward reaction prediction with 1.9M reactions from USPTO patents (1976-2016). Predict the product of the given reaction. (1) Given the reactants [Cl:1][C:2]1[N:7]=[C:6]([NH:8][C@@H:9]2[CH2:14][CH2:13][CH2:12][CH2:11][C@@H:10]2[NH:15][C:16](=[O:22])[O:17][C:18]([CH3:21])([CH3:20])[CH3:19])[CH:5]=[N:4][C:3]=1[C:23]#[N:24].C([O-])([O-])=[O:26].[K+].[K+].OO.CCOC(C)=O, predict the reaction product. The product is: [C:23]([C:3]1[N:4]=[CH:5][C:6]([NH:8][C@@H:9]2[CH2:14][CH2:13][CH2:12][CH2:11][C@@H:10]2[NH:15][C:16](=[O:22])[O:17][C:18]([CH3:19])([CH3:20])[CH3:21])=[N:7][C:2]=1[Cl:1])(=[O:26])[NH2:24]. (2) Given the reactants [C:1]([C:4]1[C:22](=[O:23])[C@@:8]2([CH3:24])[C:9]3[C:15]([OH:16])=[CH:14][C:13]([O:17][CH3:18])=[C:12]([C:19]([NH2:21])=[O:20])[C:10]=3[O:11][C:7]2=[CH:6][C:5]=1[OH:25])(=[O:3])[CH3:2].[CH:26](=O)[C:27]1[CH:32]=[CH:31][C:30]([O:33][CH3:34])=[CH:29][CH:28]=1.C([SiH](CC)CC)C.FC(F)(F)C(O)=O, predict the reaction product. The product is: [C:1]([C:4]1[C:22](=[O:23])[C@@:8]2([CH3:24])[C:9]3[C:15]([OH:16])=[CH:14][C:13]([O:17][CH3:18])=[C:12]([C:19]([NH:21][CH2:26][C:27]4[CH:32]=[CH:31][C:30]([O:33][CH3:34])=[CH:29][CH:28]=4)=[O:20])[C:10]=3[O:11][C:7]2=[CH:6][C:5]=1[OH:25])(=[O:3])[CH3:2]. (3) Given the reactants CC[CH2:3][CH2:4][CH2:5][CH2:6][CH2:7][CH2:8][CH2:9][CH2:10][CH2:11][CH2:12][CH3:13].COC1C=CC=C[N:17]=1, predict the reaction product. The product is: [C:8]1([C:7]2[CH:6]=[CH:5][CH:4]=[CH:3][N:17]=2)[CH:9]=[CH:10][CH:11]=[CH:12][CH:13]=1. (4) Given the reactants [CH2:1]([S:8]([C:11]1[CH:18]=[CH:17][CH:16]=[CH:15][C:12]=1[CH:13]=O)(=[O:10])=[O:9])[C:2]1[CH:7]=[CH:6][CH:5]=[CH:4][CH:3]=1.[CH2:19]([O:21][C:22](=[O:35])[CH2:23][N:24]1[C:32]2[C:27](=[CH:28][C:29]([F:33])=[CH:30][CH:31]=2)[CH:26]=[C:25]1[CH3:34])[CH3:20].C([SiH](CC)CC)C.FC(F)(F)C(O)=O.C([O-])(O)=O.[Na+], predict the reaction product. The product is: [CH2:19]([O:21][C:22](=[O:35])[CH2:23][N:24]1[C:32]2[C:27](=[CH:28][C:29]([F:33])=[CH:30][CH:31]=2)[C:26]([CH2:13][C:12]2[CH:15]=[CH:16][CH:17]=[CH:18][C:11]=2[S:8]([CH2:1][C:2]2[CH:7]=[CH:6][CH:5]=[CH:4][CH:3]=2)(=[O:10])=[O:9])=[C:25]1[CH3:34])[CH3:20]. (5) Given the reactants Br[C:2]1[CH:3]=[C:4]2[C:9](=[CH:10][CH:11]=1)[N:8]=[CH:7][C:6]([C:12]([CH:14]1[CH2:16][CH2:15]1)=[O:13])=[C:5]2[NH:17][C:18]1[CH:23]=[CH:22][C:21]([CH2:24][N:25]2[CH2:29][CH2:28][CH2:27][CH2:26]2)=[CH:20][CH:19]=1.[Cl:30][C:31]1[CH:36]=[C:35](B2OC(C)(C)C(C)(C)O2)[CH:34]=[C:33]([Cl:46])[C:32]=1[OH:47], predict the reaction product. The product is: [CH:14]1([C:12]([C:6]2[CH:7]=[N:8][C:9]3[C:4]([C:5]=2[NH:17][C:18]2[CH:19]=[CH:20][C:21]([CH2:24][N:25]4[CH2:26][CH2:27][CH2:28][CH2:29]4)=[CH:22][CH:23]=2)=[CH:3][C:2]([C:35]2[CH:36]=[C:31]([Cl:30])[C:32]([OH:47])=[C:33]([Cl:46])[CH:34]=2)=[CH:11][CH:10]=3)=[O:13])[CH2:16][CH2:15]1. (6) Given the reactants Cl.[CH2:2]([O:9][C:10](=[O:16])[C@@H:11]1[CH2:15][CH2:14][CH2:13][NH:12]1)[C:3]1[CH:8]=[CH:7][CH:6]=[CH:5][CH:4]=1.C([N:19](CC)CC)C.[C:24](Cl)(=[O:33])[C:25]1[CH:30]=[CH:29][CH:28]=[C:27]([O:31][CH3:32])[CH:26]=1, predict the reaction product. The product is: [CH2:2]([O:9][C:10]([C@@H:11]1[CH2:15][CH2:14][CH2:13][N:12]1[NH:19][C:24](=[O:33])[C:25]1[CH:30]=[CH:29][CH:28]=[C:27]([O:31][CH3:32])[CH:26]=1)=[O:16])[C:3]1[CH:4]=[CH:5][CH:6]=[CH:7][CH:8]=1. (7) Given the reactants O1[CH:5]=[CH:4][N:3]=C1.C1C=CC(P(C2C=CC=CC=2)C2C=CC=CC=2)=CC=1.C([C:29]1[CH:34]=[CH:33][CH:32]=[C:31]([C:35]([CH3:38])(C)C)[N:30]=1)(C)(C)C.BrC(Br)(Cl)C(Cl)(Cl)Cl, predict the reaction product. The product is: [CH2:33]1[CH2:34][CH2:29][N:30]2[C:4](=[N:3][CH2:38][CH2:35][CH2:31]2)[CH2:5][CH2:32]1.